Task: Predict which catalyst facilitates the given reaction.. Dataset: Catalyst prediction with 721,799 reactions and 888 catalyst types from USPTO Reactant: Cl[C:2]1[C:11]2[C:6](=[CH:7][CH:8]=[CH:9][CH:10]=2)[N:5]=[C:4]([CH2:12][O:13][C:14]2[CH:19]=[CH:18][CH:17]=[CH:16][CH:15]=2)[N:3]=1.[NH2:20][C:21]1[CH:25]=[C:24]([CH:26]2[CH2:28][CH2:27]2)[NH:23][N:22]=1. Product: [CH:26]1([C:24]2[CH:25]=[C:21]([NH:20][C:2]3[C:11]4[C:6](=[CH:7][CH:8]=[CH:9][CH:10]=4)[N:5]=[C:4]([CH2:12][O:13][C:14]4[CH:19]=[CH:18][CH:17]=[CH:16][CH:15]=4)[N:3]=3)[NH:22][N:23]=2)[CH2:28][CH2:27]1. The catalyst class is: 1.